This data is from Catalyst prediction with 721,799 reactions and 888 catalyst types from USPTO. The task is: Predict which catalyst facilitates the given reaction. Product: [CH3:1][C:2]1[CH:7]=[CH:6][C:5]([C:8]([C:19]2[CH:24]=[CH:23][CH:22]=[CH:21][CH:20]=2)=[C:9]2[CH2:14][C:13]([CH3:15])([CH3:16])[CH2:12][C:11]([CH3:18])([CH3:17])[CH2:10]2)=[CH:4][C:3]=1[O:25][CH2:26][CH2:27][OH:28]. The catalyst class is: 1. Reactant: [CH3:1][C:2]1[CH:7]=[CH:6][C:5]([C:8]([C:19]2[CH:24]=[CH:23][CH:22]=[CH:21][CH:20]=2)=[C:9]2[CH2:14][C:13]([CH3:16])([CH3:15])[CH2:12][C:11]([CH3:18])([CH3:17])[CH2:10]2)=[CH:4][C:3]=1[O:25][CH2:26][C:27](OCC)=[O:28].CC(C[AlH]CC(C)C)C.O.